This data is from Catalyst prediction with 721,799 reactions and 888 catalyst types from USPTO. The task is: Predict which catalyst facilitates the given reaction. (1) Reactant: CS([Cl:5])(=O)=O.O[CH2:7][CH2:8][CH2:9][C:10]1[N:11]=[N+:12]([O-:20])[C:13]2[CH:19]=[CH:18][CH:17]=[CH:16][C:14]=2[N:15]=1.CCN(CC)CC.[NH:28]1[CH2:33][CH2:32][O:31][CH2:30][CH2:29]1. Product: [ClH:5].[N:28]1([CH2:7][CH2:8][CH2:9][C:10]2[N:11]=[N+:12]([O-:20])[C:13]3[CH:19]=[CH:18][CH:17]=[CH:16][C:14]=3[N:15]=2)[CH2:33][CH2:32][O:31][CH2:30][CH2:29]1. The catalyst class is: 2. (2) Reactant: [CH2:1]([O:3][C:4](=[O:15])[CH:5]([C:12](=[O:14])[CH3:13])[CH2:6][C:7]([O:9][CH2:10][CH3:11])=[O:8])[CH3:2].[H-].[Na+].[CH2:18](I)[CH2:19][CH3:20].[Na+].[Cl-]. Product: [CH2:1]([O:3][C:4](=[O:15])[C:5]([C:12](=[O:14])[CH3:13])([CH2:18][CH2:19][CH3:20])[CH2:6][C:7]([O:9][CH2:10][CH3:11])=[O:8])[CH3:2]. The catalyst class is: 58. (3) Reactant: [Br:1][C:2]1[CH:7]=[C:6]([C:8]2[CH2:12][C:11]([C:17]3[CH:22]=[C:21]([Cl:23])[CH:20]=[C:19]([Cl:24])[CH:18]=3)([C:13]([F:16])([F:15])[F:14])[CH2:10][N:9]=2)[CH:5]=[CH:4][C:3]=1[CH2:25][N:26]1C(=O)C2=CC=CC=C2C1=O.O.NN. Product: [NH2:26][CH2:25][C:3]1[CH:4]=[CH:5][C:6]([C:8]2[CH2:12][C:11]([C:17]3[CH:22]=[C:21]([Cl:23])[CH:20]=[C:19]([Cl:24])[CH:18]=3)([C:13]([F:16])([F:14])[F:15])[CH2:10][N:9]=2)=[CH:7][C:2]=1[Br:1]. The catalyst class is: 8. (4) Reactant: [OH:1][C:2]1[CH:3]=[C:4]([C:9]([CH3:13])([CH3:12])[C:10]#[N:11])[CH:5]=[C:6]([OH:8])[CH:7]=1.C(=O)([O-])[O-].[K+].[K+].I[CH2:21][CH2:22][CH2:23][CH3:24]. Product: [CH2:21]([O:1][C:2]1[CH:3]=[C:4]([C:9]([CH3:13])([CH3:12])[C:10]#[N:11])[CH:5]=[C:6]([OH:8])[CH:7]=1)[CH2:22][CH2:23][CH3:24]. The catalyst class is: 9. (5) The catalyst class is: 21. Reactant: [OH:1][C:2]1[CH:3]=[C:4]([CH:7]=[CH:8][CH:9]=1)[CH:5]=[O:6].[C:10]([O-])([O-])=O.[K+].[K+].O. Product: [CH3:10][O:1][C:2]1[CH:3]=[C:4]([CH:7]=[CH:8][CH:9]=1)[CH:5]=[O:6].